This data is from Catalyst prediction with 721,799 reactions and 888 catalyst types from USPTO. The task is: Predict which catalyst facilitates the given reaction. (1) Reactant: [Cl:1][C:2]1[CH:3]=[CH:4][CH:5]=[C:6]2[C:10]=1[NH:9][CH:8]=[CH:7]2.[H-].[Na+].I[CH3:14]. Product: [Cl:1][C:2]1[CH:3]=[CH:4][CH:5]=[C:6]2[C:10]=1[N:9]([CH3:14])[CH:8]=[CH:7]2. The catalyst class is: 31. (2) Reactant: Br[CH2:2][C:3]([O:5][CH2:6][CH3:7])=[O:4].[CH2:8]([C:12]1[N:13]([CH2:21][C:22]2[CH:27]=[CH:26][C:25]([C:28]3[CH:33]=[CH:32][CH:31]=[CH:30][C:29]=3[C:34]3[N:38]([C:39]([C:52]4[CH:57]=[CH:56][CH:55]=[CH:54][CH:53]=4)([C:46]4[CH:51]=[CH:50][CH:49]=[CH:48][CH:47]=4)[C:40]4[CH:45]=[CH:44][CH:43]=[CH:42][CH:41]=4)[N:37]=[N:36][N:35]=3)=[CH:24][CH:23]=2)[C:14]([C:18]([OH:20])=[O:19])=[C:15]([Cl:17])[N:16]=1)[CH2:9][CH2:10][CH3:11].C(=O)([O-])[O-].[K+].[K+].O. Product: [CH2:8]([C:12]1[N:13]([CH2:21][C:22]2[CH:23]=[CH:24][C:25]([C:28]3[CH:33]=[CH:32][CH:31]=[CH:30][C:29]=3[C:34]3[N:38]([C:39]([C:46]4[CH:47]=[CH:48][CH:49]=[CH:50][CH:51]=4)([C:40]4[CH:41]=[CH:42][CH:43]=[CH:44][CH:45]=4)[C:52]4[CH:57]=[CH:56][CH:55]=[CH:54][CH:53]=4)[N:37]=[N:36][N:35]=3)=[CH:26][CH:27]=2)[C:14]([C:18]([O:20][CH2:2][C:3]([O:5][CH2:6][CH3:7])=[O:4])=[O:19])=[C:15]([Cl:17])[N:16]=1)[CH2:9][CH2:10][CH3:11]. The catalyst class is: 9. (3) Reactant: Br[CH2:2][C:3]1[C:8]([F:9])=[CH:7][C:6]([CH:10]([CH3:15])[C:11]([O:13]C)=[O:12])=[C:5]([F:16])[CH:4]=1.[O:17]=[C:18]1[CH2:22][CH2:21][CH2:20][CH:19]1C(OC)=O.C(=O)([O-])[O-].[K+].[K+]. Product: [F:16][C:5]1[CH:4]=[C:3]([CH2:2][CH:19]2[CH2:20][CH2:21][CH2:22][C:18]2=[O:17])[C:8]([F:9])=[CH:7][C:6]=1[CH:10]([CH3:15])[C:11]([OH:13])=[O:12]. The catalyst class is: 21. (4) Product: [F:26][C:25]([F:28])([F:27])[CH2:24][O:8][C:6]1[CH:7]=[C:2]([F:1])[CH:3]=[CH:4][C:5]=1[N+:9]([O-:11])=[O:10]. Reactant: [F:1][C:2]1[CH:3]=[CH:4][C:5]([N+:9]([O-:11])=[O:10])=[C:6]([OH:8])[CH:7]=1.C(=O)([O-])[O-].[Cs+].[Cs+].FC(F)(F)S(O[CH2:24][C:25]([F:28])([F:27])[F:26])(=O)=O. The catalyst class is: 16. (5) Reactant: [CH2:1]1[O:10][C:4]2([CH2:9][CH2:8][NH:7][CH2:6][CH2:5]2)[O:3][CH2:2]1.[C:11](O[C:11]([O:13][C:14]([CH3:17])([CH3:16])[CH3:15])=[O:12])([O:13][C:14]([CH3:17])([CH3:16])[CH3:15])=[O:12]. Product: [CH2:1]1[O:10][C:4]2([CH2:9][CH2:8][N:7]([C:11]([O:13][C:14]([CH3:17])([CH3:16])[CH3:15])=[O:12])[CH2:6][CH2:5]2)[O:3][CH2:2]1. The catalyst class is: 883. (6) Reactant: O[CH:2]=[C:3]1[C:11]2[C:6](=[CH:7][C:8]([C:12]([C:14]3[CH:15]=[C:16]([NH:20][C:21]([C:23]4[N:24]([C:29]([CH3:32])([CH3:31])[CH3:30])[N:25]=[C:26]([CH3:28])[CH:27]=4)=[O:22])[CH:17]=[CH:18][CH:19]=3)=[O:13])=[CH:9][CH:10]=2)[NH:5][C:4]1=[O:33].[NH2:34][C:35]1[CH:40]=[CH:39][C:38]([N:41]2[CH2:46][CH2:45][O:44][CH2:43][CH2:42]2)=[CH:37][CH:36]=1. Product: [N:41]1([C:38]2[CH:37]=[CH:36][C:35]([NH:34][CH:2]=[C:3]3[C:11]4[C:6](=[CH:7][C:8]([C:12]([C:14]5[CH:15]=[C:16]([NH:20][C:21]([C:23]6[N:24]([C:29]([CH3:31])([CH3:30])[CH3:32])[N:25]=[C:26]([CH3:28])[CH:27]=6)=[O:22])[CH:17]=[CH:18][CH:19]=5)=[O:13])=[CH:9][CH:10]=4)[NH:5][C:4]3=[O:33])=[CH:40][CH:39]=2)[CH2:46][CH2:45][O:44][CH2:43][CH2:42]1. The catalyst class is: 1.